This data is from Full USPTO retrosynthesis dataset with 1.9M reactions from patents (1976-2016). The task is: Predict the reactants needed to synthesize the given product. (1) Given the product [NH2:1][C:2]1[C:7]([C:8]([NH2:10])=[O:9])=[C:6]([N:11]2[CH2:16][CH2:15][CH:14]([C:17]3[N:18]([CH2:33][CH2:66][NH:67][C:68]([CH3:72])([CH3:71])[CH2:69][CH3:70])[CH:19]=[C:20]([C:22]4[CH:27]=[CH:26][C:25]([F:28])=[C:24]([C:29]([F:32])([F:31])[F:30])[CH:23]=4)[N:21]=3)[CH2:13][CH2:12]2)[N:5]=[CH:4][N:3]=1, predict the reactants needed to synthesize it. The reactants are: [NH2:1][C:2]1[C:7]([C:8]([NH2:10])=[O:9])=[C:6]([N:11]2[CH2:16][CH2:15][CH:14]([C:17]3[N:18]([CH3:33])[CH:19]=[C:20]([C:22]4[CH:27]=[CH:26][C:25]([F:28])=[C:24]([C:29]([F:32])([F:31])[F:30])[CH:23]=4)[N:21]=3)[CH2:13][CH2:12]2)[N:5]=[CH:4][N:3]=1.NC1C(C#N)=C(N2CCC(C3N(C[CH2:66][NH:67][C:68]([CH3:72])([CH3:71])[CH2:69][CH3:70])C=C(C4C=CC(F)=C(C(F)(F)F)C=4)N=3)CC2)N=CN=1. (2) Given the product [C:11]([O:15][C:16](=[O:17])[NH:8][C:6]1[CH:7]=[C:2]([Cl:1])[C:3]([OH:10])=[C:4]([Cl:9])[CH:5]=1)([CH3:14])([CH3:13])[CH3:12], predict the reactants needed to synthesize it. The reactants are: [Cl:1][C:2]1[CH:7]=[C:6]([NH2:8])[CH:5]=[C:4]([Cl:9])[C:3]=1[OH:10].[C:11]([O:15][C:16](O[C:16]([O:15][C:11]([CH3:14])([CH3:13])[CH3:12])=[O:17])=[O:17])([CH3:14])([CH3:13])[CH3:12]. (3) Given the product [CH2:26]([N:3]([CH2:1][CH3:2])[C:4]1[N:9]=[C:8]([C:10]2[O:14][N:13]=[C:12]([C:15]3[CH:20]=[C:19]([CH3:21])[C:18]([O:22][CH:37]([CH2:38][OH:39])[CH2:36][OH:35])=[C:17]([CH2:23][CH3:24])[CH:16]=3)[N:11]=2)[CH:7]=[C:6]([CH3:25])[N:5]=1)[CH3:27], predict the reactants needed to synthesize it. The reactants are: [CH2:1]([N:3]([CH2:26][CH3:27])[C:4]1[N:9]=[C:8]([C:10]2[O:14][N:13]=[C:12]([C:15]3[CH:20]=[C:19]([CH3:21])[C:18]([OH:22])=[C:17]([CH2:23][CH3:24])[CH:16]=3)[N:11]=2)[CH:7]=[C:6]([CH3:25])[N:5]=1)[CH3:2].C([O-])([O-])=O.[K+].[K+].C[O:35][C:36](=O)[CH:37](Cl)[C:38](OC)=[O:39].[BH4-].[Na+]. (4) Given the product [OH:4][CH2:5][C:6]([N:8]1[CH2:13][CH2:12][CH:11]([NH:14][C:15]([C:17]2[N:29]([CH3:30])[C:28]3[C:27]4[CH:26]=[CH:25][CH:24]=[CH:23][C:22]=4[N:21]([CH2:31][C:32]4[CH:37]=[CH:36][CH:35]=[CH:34][N:33]=4)[C:20](=[O:38])[C:19]=3[C:18]=2[O:39][CH3:40])=[O:16])[CH2:10][CH2:9]1)=[O:7], predict the reactants needed to synthesize it. The reactants are: C([O:4][CH2:5][C:6]([N:8]1[CH2:13][CH2:12][CH:11]([NH:14][C:15]([C:17]2[N:29]([CH3:30])[C:28]3[C:27]4[CH:26]=[CH:25][CH:24]=[CH:23][C:22]=4[N:21]([CH2:31][C:32]4[CH:37]=[CH:36][CH:35]=[CH:34][N:33]=4)[C:20](=[O:38])[C:19]=3[C:18]=2[O:39][CH3:40])=[O:16])[CH2:10][CH2:9]1)=[O:7])(=O)C.CO.[OH-].[Na+]. (5) Given the product [N:22]1([C:2]2[N:7]=[CH:6][C:5]([C:8]3[N:12]4[CH:13]=[CH:14][CH:15]=[CH:16][C:11]4=[N:10][C:9]=3[C:17]([O:19][CH2:20][CH3:21])=[O:18])=[CH:4][CH:3]=2)[CH2:27][CH2:26][O:25][CH2:24][CH2:23]1, predict the reactants needed to synthesize it. The reactants are: F[C:2]1[N:7]=[CH:6][C:5]([C:8]2[N:12]3[CH:13]=[CH:14][CH:15]=[CH:16][C:11]3=[N:10][C:9]=2[C:17]([O:19][CH2:20][CH3:21])=[O:18])=[CH:4][CH:3]=1.[NH:22]1[CH2:27][CH2:26][O:25][CH2:24][CH2:23]1. (6) Given the product [CH:23]1([N:22]2[C:21]3[CH:20]=[CH:32][C:31]([C:33]([OH:35])=[O:34])=[CH:30][C:29]=3[N:19]=[C:18]2[C:13]2[CH:14]=[C:15]3[C:10](=[CH:11][CH:12]=2)[N:9]=[C:8]([C:75]2[CH:74]=[N:73][N:72]([C:66]4[CH:67]=[CH:68][CH:69]=[CH:70][CH:71]=4)[CH:76]=2)[CH:17]=[CH:16]3)[CH2:24][CH2:25][CH2:26][CH2:27][CH2:28]1, predict the reactants needed to synthesize it. The reactants are: BrC1C=CC(O)=C([C:8]2[CH:17]=[CH:16][C:15]3[C:10](=[CH:11][CH:12]=[C:13]([C:18]4[N:22]([CH:23]5[CH2:28][CH2:27][CH2:26][CH2:25][CH2:24]5)[C:21]5[CH:29]=[CH:30][C:31]([C:33]([OH:35])=[O:34])=[CH:32][C:20]=5[N:19]=4)[CH:14]=3)[N:9]=2)C=1.C(OC(C1C=CC2N(C3CCCCC3)C(C3C=CC(N)=C(C=O)C=3)=NC=2C=1)=O)C.[C:66]1([N:72]2[CH:76]=[C:75](C(=O)C)[CH:74]=[N:73]2)[CH:71]=[CH:70][CH:69]=[CH:68][CH:67]=1.[OH-].[K+]. (7) Given the product [CH3:33][O:34][C:35]([CH:37]1[CH2:40][N:39]([C:28]([C@H:9]2[C@H:8]([C:4]3[CH:5]=[CH:6][CH:7]=[C:2]([Cl:1])[C:3]=3[F:31])[C@:12]([C:15]3[CH:20]=[CH:19][C:18]([Cl:21])=[CH:17][C:16]=3[F:22])([C:13]#[N:14])[C@H:11]([CH2:23][C:24]([CH3:27])([CH3:26])[CH3:25])[NH:10]2)=[O:30])[CH2:38]1)=[O:36], predict the reactants needed to synthesize it. The reactants are: [Cl:1][C:2]1[C:3]([F:31])=[C:4]([CH:8]2[C:12]([C:15]3[CH:20]=[CH:19][C:18]([Cl:21])=[CH:17][C:16]=3[F:22])([C:13]#[N:14])[CH:11]([CH2:23][C:24]([CH3:27])([CH3:26])[CH3:25])[NH:10][CH:9]2[C:28]([OH:30])=O)[CH:5]=[CH:6][CH:7]=1.Cl.[CH3:33][O:34][C:35]([CH:37]1[CH2:40][NH:39][CH2:38]1)=[O:36].CN(C(ON1N=NC2C=CC=NC1=2)=[N+](C)C)C.F[P-](F)(F)(F)(F)F.CCN(C(C)C)C(C)C.